The task is: Predict which catalyst facilitates the given reaction.. This data is from Catalyst prediction with 721,799 reactions and 888 catalyst types from USPTO. (1) Reactant: [CH3:1][C:2]1[CH:7]=[C:6]([O:8][CH:9]2[CH2:14][CH2:13][CH2:12][CH2:11][O:10]2)[CH:5]=[CH:4][C:3]=1[C:15]1[CH:20]=[CH:19][CH:18]=[C:17]([CH2:21][O:22][C:23]2[CH:28]=[CH:27][C:26]([CH2:29][CH2:30][C:31]([O:33]C)=[O:32])=[CH:25][CH:24]=2)[CH:16]=1.[OH-].[Na+].O.C(O)(=O)CC(CC(O)=O)(C(O)=O)O. Product: [CH3:1][C:2]1[CH:7]=[C:6]([O:8][CH:9]2[CH2:14][CH2:13][CH2:12][CH2:11][O:10]2)[CH:5]=[CH:4][C:3]=1[C:15]1[CH:20]=[CH:19][CH:18]=[C:17]([CH2:21][O:22][C:23]2[CH:24]=[CH:25][C:26]([CH2:29][CH2:30][C:31]([OH:33])=[O:32])=[CH:27][CH:28]=2)[CH:16]=1. The catalyst class is: 111. (2) Reactant: [OH:1][C:2]1[CH:7]=[CH:6][C:5]([C:8]23[CH2:24][CH:12]4[CH2:13][C:14]([C:17]5[CH:22]=[CH:21][C:20]([OH:23])=[CH:19][CH:18]=5)([CH2:16][CH:10]([CH2:11]4)[CH:9]2[CH:25]2[C:32]4([C:34]5[CH:39]=[CH:38][C:37]([OH:40])=[CH:36][CH:35]=5)[CH2:33][CH:28]5[CH2:29][C:30]([C:42]6[CH:47]=[CH:46][C:45]([OH:48])=[CH:44][CH:43]=6)([CH2:41][CH:26]2[CH2:27]5)[CH2:31]4)[CH2:15]3)=[CH:4][CH:3]=1.Br[CH2:50][C:51]#[CH:52].[OH-].[Na+].O1[CH2:59][CH2:58][CH2:57]C1. Product: [CH2:50]([O:1][C:2]1[CH:7]=[CH:6][C:5]([C:8]23[CH2:24][CH:12]4[CH2:13][C:14]([C:17]5[CH:18]=[CH:19][C:20]([O:23][CH2:7][C:2]#[CH:3])=[CH:21][CH:22]=5)([CH2:16][CH:10]([CH2:11]4)[CH:9]2[CH:25]2[C:32]4([C:34]5[CH:35]=[CH:36][C:37]([O:40][CH2:57][C:58]#[CH:59])=[CH:38][CH:39]=5)[CH2:33][CH:28]5[CH2:29][C:30]([C:42]6[CH:47]=[CH:46][C:45]([O:48][CH2:6][C:5]#[CH:4])=[CH:44][CH:43]=6)([CH2:41][CH:26]2[CH2:27]5)[CH2:31]4)[CH2:15]3)=[CH:4][CH:3]=1)[C:51]#[CH:52]. The catalyst class is: 6.